This data is from Forward reaction prediction with 1.9M reactions from USPTO patents (1976-2016). The task is: Predict the product of the given reaction. (1) Given the reactants C([O:8][C:9](=[O:47])[CH2:10][N:11]1[C:17]2[CH:18]=[CH:19][CH:20]=[CH:21][C:16]=2[N:15]([C:22]2[CH:27]=[CH:26][CH:25]=[CH:24][CH:23]=2)[C:14](=[O:28])[CH:13]([CH2:29][C:30]2[C:38]3[C:33](=[CH:34][CH:35]=[CH:36][CH:37]=3)[N:32]([C:39]([O:41][C:42]([CH3:45])([CH3:44])[CH3:43])=[O:40])[N:31]=2)[C:12]1=[O:46])C1C=CC=CC=1, predict the reaction product. The product is: [C:42]([O:41][C:39]([N:32]1[C:33]2[C:38](=[CH:37][CH:36]=[CH:35][CH:34]=2)[C:30]([CH2:29][CH:13]2[C:12](=[O:46])[N:11]([CH2:10][C:9]([OH:47])=[O:8])[C:17]3[CH:18]=[CH:19][CH:20]=[CH:21][C:16]=3[N:15]([C:22]3[CH:23]=[CH:24][CH:25]=[CH:26][CH:27]=3)[C:14]2=[O:28])=[N:31]1)=[O:40])([CH3:45])([CH3:43])[CH3:44]. (2) Given the reactants CC1(C)C(C)(C)OB([C:9]2[CH:17]=[CH:16][C:15]3[N:14]4[CH2:18][CH:19]([NH:21][C:22](=[O:28])[O:23][C:24]([CH3:27])([CH3:26])[CH3:25])[CH2:20][C:13]4=[CH:12][C:11]=3[CH:10]=2)O1.[CH2:30]([O:37][C:38]1[N:53]=[C:52](Cl)[C:51]([CH2:55]C)=[C:50]([O:57][CH2:58][C:59]2[CH:64]=[CH:63][CH:62]=[CH:61][CH:60]=2)[C:39]=1[C:40]([O:42][CH2:43][C:44]1[CH:49]=[CH:48][CH:47]=[CH:46][CH:45]=1)=[O:41])[C:31]1[CH:36]=[CH:35][CH:34]=[CH:33][CH:32]=1.C(=O)([O-])[O-].[K+].[K+].F[B-](F)(F)F.C(P(C(C)(C)C)C(C)(C)C)(C)(C)C, predict the reaction product. The product is: [CH2:30]([O:37][C:38]1[N:53]=[C:52]([C:9]2[CH:17]=[CH:16][C:15]3[N:14]4[CH2:18][CH:19]([NH:21][C:22]([O:23][C:24]([CH3:26])([CH3:25])[CH3:27])=[O:28])[CH2:20][C:13]4=[CH:12][C:11]=3[CH:10]=2)[C:51]([CH3:55])=[C:50]([O:57][CH2:58][C:59]2[CH:64]=[CH:63][CH:62]=[CH:61][CH:60]=2)[C:39]=1[C:40]([O:42][CH2:43][C:44]1[CH:49]=[CH:48][CH:47]=[CH:46][CH:45]=1)=[O:41])[C:31]1[CH:36]=[CH:35][CH:34]=[CH:33][CH:32]=1. (3) Given the reactants [Br:1][C:2]1[CH:3]=[C:4]([CH2:24][CH:25]([F:30])[C:26]([O:28][CH3:29])=[O:27])[CH:5]=[C:6]([Br:23])[C:7]=1[O:8][C:9]1[CH:14]=[CH:13][C:12]([NH:15][C:16](=[O:19])[CH2:17]Cl)=[C:11]([N+:20]([O-:22])=[O:21])[CH:10]=1.C(=O)([O-])[O-].[K+].[K+].[Na+].[CH3:38][S:39]([O-:41])=[O:40], predict the reaction product. The product is: [Br:1][C:2]1[CH:3]=[C:4]([CH2:24][CH:25]([F:30])[C:26]([O:28][CH3:29])=[O:27])[CH:5]=[C:6]([Br:23])[C:7]=1[O:8][C:9]1[CH:14]=[CH:13][C:12]([NH:15][C:16](=[O:19])[CH2:17][S:39]([CH3:38])(=[O:41])=[O:40])=[C:11]([N+:20]([O-:22])=[O:21])[CH:10]=1. (4) Given the reactants [Cl:1][C:2]1[N:6]=[C:5](Cl)[S:4][N:3]=1.C([O-])([O-])=O.[Na+].[Na+].[CH3:14][N:15]1[C:23]2[C:18](=[CH:19][C:20](B(O)O)=[CH:21][CH:22]=2)[CH:17]=[N:16]1, predict the reaction product. The product is: [Cl:1][C:2]1[N:6]=[C:5]([C:20]2[CH:19]=[C:18]3[C:23](=[CH:22][CH:21]=2)[N:15]([CH3:14])[N:16]=[CH:17]3)[S:4][N:3]=1. (5) Given the reactants [S:1]1[C:5]([C:6]([OH:8])=O)=[CH:4][CH:3]=[C:2]1[C:9]1[S:10][CH:11]=[CH:12][CH:13]=1.ON1C2C=CC=CC=2N=N1.Cl.C(N=C=NCCCN(C)C)C.[CH3:36][N:37]1[C:41]([C:42]2[CH:43]=[C:44]([CH:46]=[CH:47][CH:48]=2)[NH2:45])=[CH:40][N:39]=[C:38]1[CH3:49], predict the reaction product. The product is: [CH3:49][C:38]1[N:37]([CH3:36])[C:41]([C:42]2[CH:43]=[C:44]([NH:45][C:6]([C:5]3[S:1][C:2]([C:9]4[S:10][CH:11]=[CH:12][CH:13]=4)=[CH:3][CH:4]=3)=[O:8])[CH:46]=[CH:47][CH:48]=2)=[CH:40][N:39]=1. (6) Given the reactants C[O:2][C:3]([C:5]1[CH:10]=[CH:9][CH:8]=[CH:7][C:6]=1[NH:11][C:12]1[N:16]([C:17]2[CH:22]=[CH:21][CH:20]=[CH:19][CH:18]=2)[N:15]=[C:14]([CH3:23])[C:13]=1[C:24]1[CH:25]=[C:26]2[C:31](=[C:32]([F:35])[C:33]=1[F:34])[N:30]=[CH:29][CH:28]=[N:27]2)=[O:4].[OH-].[Na+].Cl, predict the reaction product. The product is: [F:34][C:33]1[C:32]([F:35])=[C:31]2[C:26]([N:27]=[CH:28][CH:29]=[N:30]2)=[CH:25][C:24]=1[C:13]1[C:14]([CH3:23])=[N:15][N:16]([C:17]2[CH:22]=[CH:21][CH:20]=[CH:19][CH:18]=2)[C:12]=1[NH:11][C:6]1[CH:7]=[CH:8][CH:9]=[CH:10][C:5]=1[C:3]([OH:4])=[O:2]. (7) Given the reactants Cl.C(OCC)(=O)C.[C:8]12([NH:18][C:19](=[O:32])[CH2:20][N:21](C(OC(C)(C)C)=O)[CH2:22][CH2:23][CH3:24])[CH2:17][CH:12]3[CH2:13][CH:14]([CH2:16][CH:10]([CH2:11]3)[CH2:9]1)[CH2:15]2, predict the reaction product. The product is: [C:8]12([NH:18][C:19](=[O:32])[CH2:20][NH:21][CH2:22][CH2:23][CH3:24])[CH2:17][CH:12]3[CH2:11][CH:10]([CH2:16][CH:14]([CH2:13]3)[CH2:15]1)[CH2:9]2. (8) Given the reactants Br[CH2:2][C:3]1[CH:8]=[C:7]([C:9]23[CH2:16][CH2:15][C:12]([CH:17]([F:19])[F:18])([CH2:13][CH2:14]2)[CH2:11][CH2:10]3)[N:6]=[CH:5][N:4]=1.[K][N:21]1[C:29](=[O:30])[C:28]2[C:23](=[CH:24][CH:25]=[CH:26][CH:27]=2)[C:22]1=[O:31], predict the reaction product. The product is: [F:18][CH:17]([F:19])[C:12]12[CH2:15][CH2:16][C:9]([C:7]3[N:6]=[CH:5][N:4]=[C:3]([CH2:2][N:21]4[C:29](=[O:30])[C:28]5[C:23](=[CH:24][CH:25]=[CH:26][CH:27]=5)[C:22]4=[O:31])[CH:8]=3)([CH2:14][CH2:13]1)[CH2:10][CH2:11]2.